From a dataset of Full USPTO retrosynthesis dataset with 1.9M reactions from patents (1976-2016). Predict the reactants needed to synthesize the given product. (1) Given the product [CH3:1][O:2][C:3]1[CH:4]=[C:5]2[C:6](=[CH:7][CH:8]=1)[C:22](=[O:23])[CH2:15][CH:10]1[CH:9]2[CH2:14][CH2:13][CH2:12][CH2:11]1, predict the reactants needed to synthesize it. The reactants are: [CH3:1][O:2][C:3]1[CH:4]=[C:5]([CH:9]2[CH2:14][CH2:13][CH2:12][CH2:11][CH:10]2[C:15](O)=O)[CH:6]=[CH:7][CH:8]=1.C(Cl)Cl.C(Cl)(=O)[C:22](Cl)=[O:23].Cl. (2) Given the product [C:23]([C:22]1[C:25]([C:28]2[CH:33]=[CH:32][C:31]([O:34][C:35]3[CH:40]=[CH:39][CH:38]=[CH:37][CH:36]=3)=[CH:30][CH:29]=2)=[CH:26][N:27]=[C:20]([C:16]2[CH:15]=[C:14]([CH:19]=[CH:18][CH:17]=2)[CH2:13][NH:12][C:42](=[O:44])[CH3:43])[C:21]=1[F:41])#[N:24], predict the reactants needed to synthesize it. The reactants are: CCN(C(C)C)C(C)C.Cl.Cl.[NH2:12][CH2:13][C:14]1[CH:15]=[C:16]([C:20]2[C:21]([F:41])=[C:22]([C:25]([C:28]3[CH:33]=[CH:32][C:31]([O:34][C:35]4[CH:40]=[CH:39][CH:38]=[CH:37][CH:36]=4)=[CH:30][CH:29]=3)=[CH:26][N:27]=2)[C:23]#[N:24])[CH:17]=[CH:18][CH:19]=1.[C:42](OC(=O)C)(=[O:44])[CH3:43]. (3) Given the product [CH2:1]([O:8][C:9](=[O:20])[NH:10][C@H:11]1[C@@H:16]([C:17]([NH:18][C:31]([O:30][C:27]([CH3:29])([CH3:28])[CH3:26])=[O:32])=[O:19])[CH2:15][CH:14]=[CH:13][CH2:12]1)[C:2]1[CH:3]=[CH:4][CH:5]=[CH:6][CH:7]=1, predict the reactants needed to synthesize it. The reactants are: [CH2:1]([O:8][C:9](=[O:20])[NH:10][C@H:11]1[C@@H:16]([C:17](=[O:19])[NH2:18])[CH2:15][CH:14]=[CH:13][CH2:12]1)[C:2]1[CH:7]=[CH:6][CH:5]=[CH:4][CH:3]=1.[Li]CCCC.[CH3:26][C:27]([O:30][C:31](O[C:31]([O:30][C:27]([CH3:29])([CH3:28])[CH3:26])=[O:32])=[O:32])([CH3:29])[CH3:28]. (4) Given the product [Br:8][C:5]1[CH:6]=[CH:7][C:2]([C:21]2([NH:20][S:18]([C:15]([CH3:17])([CH3:16])[CH3:14])=[O:19])[CH2:24][O:23][CH2:22]2)=[CH:3][CH:4]=1, predict the reactants needed to synthesize it. The reactants are: Br[C:2]1[CH:7]=[CH:6][C:5]([Br:8])=[CH:4][CH:3]=1.C([Li])CCC.[CH3:14][C:15]([S:18]([N:20]=[C:21]1[CH2:24][O:23][CH2:22]1)=[O:19])([CH3:17])[CH3:16].[Cl-].[NH4+].